From a dataset of Forward reaction prediction with 1.9M reactions from USPTO patents (1976-2016). Predict the product of the given reaction. (1) Given the reactants [CH3:1][O:2]/[CH:3]=[C:4](\[C:9]1[CH:14]=[CH:13][CH:12]=[CH:11][C:10]=1[CH2:15][O:16][C:17]1[CH:22]=[C:21]([CH3:23])[C:20]([C:24](=O)/[CH:25]=[CH:26]/[N:27]([CH3:29])C)=[CH:19][C:18]=1[CH3:31])/[C:5]([O:7][CH3:8])=[O:6].C[NH:33]O, predict the reaction product. The product is: [CH3:1][O:2]/[CH:3]=[C:4](\[C:9]1[CH:14]=[CH:13][CH:12]=[CH:11][C:10]=1[CH2:15][O:16][C:17]1[CH:22]=[C:21]([CH3:23])[C:20]([C:24]2[CH:25]=[CH:26][N:27]([CH3:29])[N:33]=2)=[CH:19][C:18]=1[CH3:31])/[C:5]([O:7][CH3:8])=[O:6]. (2) Given the reactants [C:1]([O:5][C:6](=[O:45])[NH:7][C@H:8]([C:39]1[CH:44]=[CH:43][CH:42]=[CH:41][CH:40]=1)[CH2:9][N:10]1[C:15](=[O:16])[C:14]([N:17]2[CH2:22][CH2:21][NH:20][CH:19]([CH2:23][OH:24])[CH2:18]2)=[C:13]([CH3:25])[N:12]([CH2:26][C:27]2[C:32]([C:33]([F:36])([F:35])[F:34])=[CH:31][CH:30]=[CH:29][C:28]=2[F:37])[C:11]1=[O:38])([CH3:4])([CH3:3])[CH3:2].C(N(CC)C(C)C)(C)C.Br[CH2:56][C:57]1[O:58][C:59]([C:62]([F:65])([F:64])[F:63])=[CH:60][CH:61]=1, predict the reaction product. The product is: [C:1]([O:5][C:6](=[O:45])[NH:7][C@H:8]([C:39]1[CH:44]=[CH:43][CH:42]=[CH:41][CH:40]=1)[CH2:9][N:10]1[C:15](=[O:16])[C:14]([N:17]2[CH2:22][CH2:21][N:20]([CH2:56][C:57]3[O:58][C:59]([C:62]([F:65])([F:64])[F:63])=[CH:60][CH:61]=3)[CH:19]([CH2:23][OH:24])[CH2:18]2)=[C:13]([CH3:25])[N:12]([CH2:26][C:27]2[C:32]([C:33]([F:35])([F:36])[F:34])=[CH:31][CH:30]=[CH:29][C:28]=2[F:37])[C:11]1=[O:38])([CH3:2])([CH3:3])[CH3:4]. (3) Given the reactants Cl.[CH2:2]([N:5]([CH:7]1[CH2:10][CH2:9][CH2:8]1)[NH2:6])[CH:3]=[CH2:4].[CH2:11]([O:13][C:14]([CH:16]1[CH2:20][CH2:19][CH2:18][C:17]1=O)=[O:15])[CH3:12].C([O-])(=O)C.[Na+].C([BH3-])#N.[Na+], predict the reaction product. The product is: [CH2:11]([O:13][C:14]([CH:16]1[CH2:20][CH2:19][CH2:18][CH:17]1[NH:6][N:5]([CH2:2][CH:3]=[CH2:4])[CH:7]1[CH2:10][CH2:9][CH2:8]1)=[O:15])[CH3:12]. (4) Given the reactants [CH2:1]([O:5][C:6]1[CH:11]=[CH:10][C:9]([I:12])=[CH:8][C:7]=1[NH:13][N:14]=[C:15](Cl)[C:16]([O:18][CH2:19][CH3:20])=[O:17])[CH2:2][C:3]#[CH:4].C(N(CC)CC)C.O.C(OCC)(=O)C, predict the reaction product. The product is: [I:12][C:9]1[CH:10]=[CH:11][C:6]2[O:5][CH2:1][CH2:2][C:3]3[N:13]([N:14]=[C:15]([C:16]([O:18][CH2:19][CH3:20])=[O:17])[CH:4]=3)[C:7]=2[CH:8]=1. (5) Given the reactants [Cl:1][C:2]1[CH:3]=[C:4]([CH:11]=[CH:12][CH:13]=1)[CH:5]=[C:6]([C:9]#[N:10])[C:7]#[N:8].[CH:14]([Mg]Br)([CH3:16])[CH3:15].C(C(C(C1C=CC(OC(F)(F)F)=CC=1)C=C)(C#N)C#N)CC=C, predict the reaction product. The product is: [Cl:1][C:2]1[CH:3]=[C:4]([CH:5]([CH:6]([C:7]#[N:8])[C:9]#[N:10])[CH:14]([CH3:16])[CH3:15])[CH:11]=[CH:12][CH:13]=1. (6) Given the reactants [CH:1]([C:3]1[C:12]2[C:7](=[C:8]([Cl:13])[CH:9]=[CH:10][CH:11]=2)[CH:6]=[CH:5][C:4]=1[C:14]([C:16]1[CH:25]=[CH:24][C:23]2[C:18](=[CH:19][CH:20]=[CH:21][C:22]=2[Cl:26])[C:17]=1[CH:27]=[CH2:28])=[O:15])=[CH2:2].[NH:29]1[CH2:34][CH2:33][CH2:32][CH2:31][CH2:30]1, predict the reaction product. The product is: [N:29]1([CH2:28][CH2:27][C:17]2[C:18]3[C:23](=[C:22]([Cl:26])[CH:21]=[CH:20][CH:19]=3)[CH:24]=[CH:25][C:16]=2[C:14]([C:4]2[CH:5]=[CH:6][C:7]3[C:12](=[CH:11][CH:10]=[CH:9][C:8]=3[Cl:13])[C:3]=2[CH2:1][CH2:2][N:29]2[CH2:34][CH2:33][CH2:32][CH2:31][CH2:30]2)=[O:15])[CH2:34][CH2:33][CH2:32][CH2:31][CH2:30]1.